The task is: Predict the reaction yield, written as a fraction of the theoretical maximum amount of product (1.0 means a 100% yield; for example, 0.34 means a 34% yield).. This data is from Reaction yield outcomes from USPTO patents with 853,638 reactions. (1) The yield is 0.921. The product is [CH2:19]([O:18][C:16]([N:4]1[CH2:3][C:2](=[O:1])[N:7]2[CH2:8][C@H:9]([C:12]([OH:14])=[O:13])[CH2:10][CH2:11][C@H:6]2[CH2:5]1)=[O:17])[C:20]1[CH:25]=[CH:24][CH:23]=[CH:22][CH:21]=1. The reactants are [O:1]=[C:2]1[N:7]2[CH2:8][C@H:9]([C:12]([O:14]C)=[O:13])[CH2:10][CH2:11][C@H:6]2[CH2:5][N:4]([C:16]([O:18][CH2:19][C:20]2[CH:25]=[CH:24][CH:23]=[CH:22][CH:21]=2)=[O:17])[CH2:3]1.O[Li].O.Cl. The catalyst is C1COCC1.O. (2) The reactants are [OH-].[K+].[N:3]1[CH:8]=[CH:7][C:6]([CH:9]=[O:10])=[CH:5][CH:4]=1.[N+:11]([CH2:13][C:14]([N:16]1[CH2:21][CH2:20][N:19]([CH3:22])[CH2:18][CH2:17]1)=[O:15])#[C-:12]. The catalyst is CO. The product is [N:3]1[CH:8]=[CH:7][C:6]([C@@H:9]2[O:10][CH:12]=[N:11][C@H:13]2[C:14]([N:16]2[CH2:17][CH2:18][N:19]([CH3:22])[CH2:20][CH2:21]2)=[O:15])=[CH:5][CH:4]=1. The yield is 0.780. (3) The reactants are C(OC([N:8]1[CH2:31][C@H:30]([O:32][C:33]2[C:42]3[C:37](=[CH:38][C:39]([O:43][CH3:44])=[CH:40][CH:41]=3)[N:36]=[C:35]([C:45]3[CH:50]=[CH:49][CH:48]=[CH:47][CH:46]=3)[CH:34]=2)[CH2:29][C@H:9]1[C:10]([NH:12][C@H:13]([C:17]([NH:19][S:20]([C:23]1[CH:28]=[CH:27][CH:26]=[CH:25][CH:24]=1)(=[O:22])=[O:21])=[O:18])[CH2:14][CH2:15][CH3:16])=[O:11])=O)(C)(C)C.C1(C)C=CC=CC=1. The product is [CH3:44][O:43][C:39]1[CH:38]=[C:37]2[C:42]([C:33]([O:32][C@H:30]3[CH2:31][NH:8][C@H:9]([C:10]([NH:12][C@H:13]([C:17]([NH:19][S:20]([C:23]4[CH:28]=[CH:27][CH:26]=[CH:25][CH:24]=4)(=[O:22])=[O:21])=[O:18])[CH2:14][CH2:15][CH3:16])=[O:11])[CH2:29]3)=[CH:34][C:35]([C:45]3[CH:50]=[CH:49][CH:48]=[CH:47][CH:46]=3)=[N:36]2)=[CH:41][CH:40]=1. The catalyst is C(Cl)Cl.C(O)(C(F)(F)F)=O. The yield is 1.00. (4) The reactants are [F:1][C:2]1[CH:10]=[C:9]2[C:5]([C:6]([C:11]3[CH:12]=[CH:13][C:14]4[S:18](=[O:20])(=[O:19])[N:17]([CH2:21][C:22](O)=[O:23])[CH:16]([CH3:25])[C:15]=4[CH:26]=3)=[CH:7][NH:8]2)=[CH:4][CH:3]=1.Cl.[CH3:28][NH:29][CH3:30].CCN(C(C)C)C(C)C.CN(C(ON1N=NC2C=CC=NC1=2)=[N+](C)C)C.F[P-](F)(F)(F)(F)F. The catalyst is CN(C=O)C.C(OCC)(=O)C.O. The product is [F:1][C:2]1[CH:10]=[C:9]2[C:5]([C:6]([C:11]3[CH:12]=[CH:13][C:14]4[S:18](=[O:20])(=[O:19])[N:17]([CH2:21][C:22]([N:29]([CH3:30])[CH3:28])=[O:23])[CH:16]([CH3:25])[C:15]=4[CH:26]=3)=[CH:7][NH:8]2)=[CH:4][CH:3]=1. The yield is 0.740. (5) The reactants are [C:1]([O:5][C:6](=[O:31])[N:7]([C:16]1[S:17][CH:18]=[CH:19][C@:20]([C:23]2[CH:28]=[CH:27][CH:26]=[C:25]([F:29])[C:24]=2[F:30])([CH3:22])[N:21]=1)[CH2:8][O:9][CH2:10][CH2:11][Si:12]([CH3:15])([CH3:14])[CH3:13])([CH3:4])([CH3:3])[CH3:2].C([N-]C(C)C)(C)C.[Li+].Cl[C:41]([O:43][CH2:44][CH3:45])=[O:42]. The catalyst is C1COCC1. The product is [C:1]([O:5][C:6]([N:7]([CH2:8][O:9][CH2:10][CH2:11][Si:12]([CH3:15])([CH3:14])[CH3:13])[C:16]1[S:17][C:18]([C:41]([O:43][CH2:44][CH3:45])=[O:42])=[CH:19][C@:20]([C:23]2[CH:28]=[CH:27][CH:26]=[C:25]([F:29])[C:24]=2[F:30])([CH3:22])[N:21]=1)=[O:31])([CH3:2])([CH3:3])[CH3:4]. The yield is 0.710. (6) The product is [Br:4][C:5]1[CH:10]=[C:9]([O:2][CH3:1])[C:8]([N+:12]([O-:14])=[O:13])=[CH:7][C:6]=1[Cl:15]. The yield is 0.750. The reactants are [CH3:1][O-:2].[Na+].[Br:4][C:5]1[CH:10]=[C:9](F)[C:8]([N+:12]([O-:14])=[O:13])=[CH:7][C:6]=1[Cl:15].O. The catalyst is CO.